This data is from NCI-60 drug combinations with 297,098 pairs across 59 cell lines. The task is: Regression. Given two drug SMILES strings and cell line genomic features, predict the synergy score measuring deviation from expected non-interaction effect. (1) Drug 1: COC1=C(C=C2C(=C1)N=CN=C2NC3=CC(=C(C=C3)F)Cl)OCCCN4CCOCC4. Drug 2: CCCS(=O)(=O)NC1=C(C(=C(C=C1)F)C(=O)C2=CNC3=C2C=C(C=N3)C4=CC=C(C=C4)Cl)F. Cell line: UO-31. Synergy scores: CSS=27.6, Synergy_ZIP=-6.65, Synergy_Bliss=-4.10, Synergy_Loewe=-3.26, Synergy_HSA=-1.17. (2) Drug 1: C1=NC2=C(N=C(N=C2N1C3C(C(C(O3)CO)O)O)F)N. Drug 2: CC=C1C(=O)NC(C(=O)OC2CC(=O)NC(C(=O)NC(CSSCCC=C2)C(=O)N1)C(C)C)C(C)C. Cell line: SK-MEL-5. Synergy scores: CSS=65.1, Synergy_ZIP=-4.39, Synergy_Bliss=-3.05, Synergy_Loewe=-24.2, Synergy_HSA=-1.63. (3) Drug 1: CC1=CC2C(CCC3(C2CCC3(C(=O)C)OC(=O)C)C)C4(C1=CC(=O)CC4)C. Drug 2: C1=C(C(=O)NC(=O)N1)F. Cell line: IGROV1. Synergy scores: CSS=34.8, Synergy_ZIP=8.78, Synergy_Bliss=6.50, Synergy_Loewe=-3.16, Synergy_HSA=5.28. (4) Drug 1: CC12CCC3C(C1CCC2=O)CC(=C)C4=CC(=O)C=CC34C. Drug 2: CC1C(C(=O)NC(C(=O)N2CCCC2C(=O)N(CC(=O)N(C(C(=O)O1)C(C)C)C)C)C(C)C)NC(=O)C3=C4C(=C(C=C3)C)OC5=C(C(=O)C(=C(C5=N4)C(=O)NC6C(OC(=O)C(N(C(=O)CN(C(=O)C7CCCN7C(=O)C(NC6=O)C(C)C)C)C)C(C)C)C)N)C. Cell line: MALME-3M. Synergy scores: CSS=33.4, Synergy_ZIP=6.74, Synergy_Bliss=13.9, Synergy_Loewe=12.6, Synergy_HSA=12.6. (5) Drug 1: C1=CC(=CC=C1C#N)C(C2=CC=C(C=C2)C#N)N3C=NC=N3. Drug 2: CC1C(C(CC(O1)OC2CC(OC(C2O)C)OC3=CC4=CC5=C(C(=O)C(C(C5)C(C(=O)C(C(C)O)O)OC)OC6CC(C(C(O6)C)O)OC7CC(C(C(O7)C)O)OC8CC(C(C(O8)C)O)(C)O)C(=C4C(=C3C)O)O)O)O. Cell line: HOP-92. Synergy scores: CSS=35.6, Synergy_ZIP=0.516, Synergy_Bliss=0.818, Synergy_Loewe=-5.54, Synergy_HSA=-0.176.